Dataset: Cav3 T-type calcium channel HTS with 100,875 compounds. Task: Binary Classification. Given a drug SMILES string, predict its activity (active/inactive) in a high-throughput screening assay against a specified biological target. (1) The drug is Brc1n(CCC(C)C)c2c(n(c(=O)n(c2=O)CC(=O)N)C)n1. The result is 0 (inactive). (2) The compound is O(C(=O)C=1C(C(=C(NC1C)C)C(OC)=O)c1ccc(N(CC)CC)cc1)C. The result is 0 (inactive). (3) The compound is O=C(N1CCN(CC1)c1cc(NC(c2ccccc2)C)c([N+]([O-])=O)cc1)CCC. The result is 1 (active).